The task is: Predict the reactants needed to synthesize the given product.. This data is from Full USPTO retrosynthesis dataset with 1.9M reactions from patents (1976-2016). (1) Given the product [CH3:23][C:24]([CH2:25][CH2:26][NH:21][C@H:16]([C:14]([NH:13][C@H:5]([C:3]([O:2][CH3:1])=[O:4])[CH2:6][C:7]1[CH:12]=[CH:11][CH:10]=[CH:9][CH:8]=1)=[O:15])[CH2:17][C:18]([OH:20])=[O:19])([CH3:29])[CH3:28], predict the reactants needed to synthesize it. The reactants are: [CH3:1][O:2][C:3]([C@@H:5]([NH:13][C:14]([C@@H:16]([NH2:21])[CH2:17][C:18]([OH:20])=[O:19])=[O:15])[CH2:6][C:7]1[CH:8]=[CH:9][CH:10]=[CH:11][CH:12]=1)=[O:4].Cl.[CH3:23][C:24]([CH3:29])([CH3:28])[CH2:25][CH:26]=O. (2) Given the product [CH2:1]([O:3][C:4]([C@H:6]1[CH2:11][CH2:10][C@H:9]([C:12]2[CH:17]=[C:16]([Cl:19])[CH:15]=[CH:14][N:13]=2)[CH2:8][CH2:7]1)=[O:5])[CH3:2], predict the reactants needed to synthesize it. The reactants are: [CH2:1]([O:3][C:4]([C@H:6]1[CH2:11][CH2:10][C@H:9]([C:12]2[CH:17]=[C:16](N)[CH:15]=[CH:14][N:13]=2)[CH2:8][CH2:7]1)=[O:5])[CH3:2].[ClH:19].N([O-])=O.[Na+].[OH-].[Na+].